The task is: Predict the reactants needed to synthesize the given product.. This data is from Full USPTO retrosynthesis dataset with 1.9M reactions from patents (1976-2016). (1) Given the product [CH2:1]([CH:3]([NH:6][C:7]1[CH:12]=[C:11]([CH3:13])[N:10]=[C:9]([O:14][C:15]2[C:20]([CH3:21])=[CH:19][C:18]([CH3:22])=[CH:17][C:16]=2[CH3:23])[C:8]=1[NH2:24])[CH2:4][CH3:5])[CH3:2], predict the reactants needed to synthesize it. The reactants are: [CH2:1]([CH:3]([NH:6][C:7]1[CH:12]=[C:11]([CH3:13])[N:10]=[C:9]([O:14][C:15]2[C:20]([CH3:21])=[CH:19][C:18]([CH3:22])=[CH:17][C:16]=2[CH3:23])[C:8]=1[N+:24]([O-])=O)[CH2:4][CH3:5])[CH3:2]. (2) Given the product [C:1]([O:5][C:6](=[O:36])[NH:7][C:8]([CH3:35])([CH2:32][CH2:33][CH3:34])[CH2:9][NH:10][C:11]([C:13]1[C:14]([CH3:31])=[N:15][N:16]2[C:21]([OH:22])=[CH:20][C:19]([CH3:30])=[CH:18][C:17]=12)=[O:12])([CH3:4])([CH3:3])[CH3:2], predict the reactants needed to synthesize it. The reactants are: [C:1]([O:5][C:6](=[O:36])[NH:7][C:8]([CH3:35])([CH2:32][CH2:33][CH3:34])[CH2:9][NH:10][C:11]([C:13]1[C:14]([CH3:31])=[N:15][N:16]2[C:21]([O:22]CC3C=CC=CC=3)=[CH:20][C:19]([CH3:30])=[CH:18][C:17]=12)=[O:12])([CH3:4])([CH3:3])[CH3:2].C1CCCCC=1.